This data is from Full USPTO retrosynthesis dataset with 1.9M reactions from patents (1976-2016). The task is: Predict the reactants needed to synthesize the given product. (1) Given the product [C:1]1([CH2:7][O:8][CH2:12][C:13]2[CH:18]=[CH:17][C:16]([O:19][CH3:20])=[CH:15][CH:14]=2)[CH2:6][CH2:5][CH2:4][CH2:3][CH:2]=1, predict the reactants needed to synthesize it. The reactants are: [C:1]1([CH2:7][OH:8])[CH2:6][CH2:5][CH2:4][CH2:3][CH:2]=1.[H-].[Na+].Cl[CH2:12][C:13]1[CH:18]=[CH:17][C:16]([O:19][CH3:20])=[CH:15][CH:14]=1. (2) Given the product [CH2:8]([C:10]1[CH:15]=[CH:14][C:13]([C:16]2[N:2]([CH3:1])[N:3]=[C:4]([C:5](=[O:7])[CH3:6])[C:17]=2[OH:18])=[CH:12][CH:11]=1)[CH3:9], predict the reactants needed to synthesize it. The reactants are: [CH3:1][NH:2][N:3]=[CH:4][C:5](=[O:7])[CH3:6].[CH2:8]([C:10]1[CH:15]=[CH:14][C:13]([C:16](=O)[CH:17]=[O:18])=[CH:12][CH:11]=1)[CH3:9].C(Cl)(Cl)Cl.CCCCCC.C(OCC)(=O)C. (3) Given the product [CH2:19]([NH:18][CH:15]1[C:16]2[C:12](=[CH:11][CH:10]=[C:9]([NH2:6])[CH:17]=2)[CH2:13][CH2:14]1)[C:20]#[CH:21], predict the reactants needed to synthesize it. The reactants are: S(O)(=O)(=O)C.[N+:6]([C:9]1[CH:17]=[C:16]2[C:12]([CH2:13][CH2:14][CH:15]2[NH:18][CH2:19][C:20]#[CH:21])=[CH:11][CH:10]=1)([O-])=O.CCN(CC)CC. (4) Given the product [CH3:46][O:47][C:48]1[CH:49]=[C:50]2[C:55](=[CH:56][C:57]=1[O:58][CH3:59])[N:54]=[CH:53][CH:52]=[C:51]2[O:60][C:61]1[CH:62]=[CH:63][C:64]([NH:65][C:44]([NH:43][C:41](=[O:42])[CH2:40][CH2:39][C:34]2[CH:35]=[CH:36][CH:37]=[CH:38][C:33]=2[O:32][CH3:31])=[S:45])=[CH:66][CH:67]=1, predict the reactants needed to synthesize it. The reactants are: S(Cl)(Cl)=O.COC1C=CC=CC=1CCC(O)=O.COC1C=CC=CC=1CCC(Cl)=O.[CH3:31][O:32][C:33]1[CH:38]=[CH:37][CH:36]=[CH:35][C:34]=1[CH2:39][CH2:40][C:41]([N:43]=[C:44]=[S:45])=[O:42].[CH3:46][O:47][C:48]1[CH:49]=[C:50]2[C:55](=[CH:56][C:57]=1[O:58][CH3:59])[N:54]=[CH:53][CH:52]=[C:51]2[O:60][C:61]1[CH:67]=[CH:66][C:64]([NH2:65])=[CH:63][CH:62]=1. (5) Given the product [CH3:1][O:2][C:3]([C:5]1[CH:14]=[C:13]([C:15]([O:17][CH3:18])=[O:16])[C:12]2[C:11]3[NH:19][C:20]([C:22]([O:24][CH2:25][CH3:26])=[O:23])=[CH:21][C:10]=3[C:9](=[O:33])[C:8](=[O:27])[C:7]=2[N:6]=1)=[O:4], predict the reactants needed to synthesize it. The reactants are: [CH3:1][O:2][C:3]([C:5]1[CH:14]=[C:13]([C:15]([O:17][CH3:18])=[O:16])[C:12]2[C:7](=[C:8]([O:27]C)[CH:9]=[C:10]3[CH:21]=[C:20]([C:22]([O:24][CH2:25][CH3:26])=[O:23])[NH:19][C:11]3=2)[N:6]=1)=[O:4].C(#N)C.[N+]([O-])([O-])=[O:33].[NH4+]. (6) Given the product [N:91]1([C:7]2[CH:2]=[CH:3][C:4]([S:9]([N:12]3[CH2:17][CH2:16][CH:15]([NH:18][C:19]4[N:24]=[C:23]([NH:25][C:26]5[CH:31]=[CH:30][CH:29]=[C:28]([C:32]([F:35])([F:34])[F:33])[CH:27]=5)[N:22]=[C:21]([O:36][CH2:37][C:38]([F:41])([F:39])[F:40])[N:20]=4)[CH2:14][CH2:13]3)(=[O:10])=[O:11])=[CH:5][CH:6]=2)[CH2:92][CH2:93][O:43][CH2:89][CH2:90]1, predict the reactants needed to synthesize it. The reactants are: F[C:2]1[CH:3]=[C:4]([S:9]([N:12]2[CH2:17][CH2:16][CH:15]([NH:18][C:19]3[N:24]=[C:23]([NH:25][C:26]4[CH:31]=[CH:30][CH:29]=[C:28]([C:32]([F:35])([F:34])[F:33])[CH:27]=4)[N:22]=[C:21]([O:36][CH2:37][C:38]([F:41])([F:40])[F:39])[N:20]=3)[CH2:14][CH2:13]2)(=[O:11])=[O:10])[CH:5]=[CH:6][C:7]=1F.C[O:43]C1C=CC(C2C=CC=C(S(N3CCC(NC4N=C(NC5C=CC=C(C(F)(F)F)C=5)N=C(OCC(F)(F)F)N=4)CC3)(=O)=O)C=2)=CC=1.[CH3:89][CH2:90][N:91](CC)[CH2:92][CH3:93].C(#N)C. (7) Given the product [CH2:1]([C:9]1[CH:10]=[N:11][C:12]2[C:17]([C:18]=1[C:19]1[CH:20]=[C:21]([NH:25][CH2:26][C:27]3[CH:28]=[CH:29][C:30]([CH2:33][C:34]([OH:36])=[O:35])=[CH:31][CH:32]=3)[CH:22]=[CH:23][CH:24]=1)=[CH:16][CH:15]=[CH:14][C:13]=2[C:37]([F:39])([F:40])[F:38])[C:2]1[CH:7]=[CH:6][CH:5]=[CH:4][CH:3]=1, predict the reactants needed to synthesize it. The reactants are: [C:1]([C:9]1[CH:10]=[N:11][C:12]2[C:17]([C:18]=1[C:19]1[CH:20]=[C:21]([NH:25][CH2:26][C:27]3[CH:32]=[CH:31][C:30]([CH2:33][C:34]([O-:36])=[O:35])=[CH:29][CH:28]=3)[CH:22]=[CH:23][CH:24]=1)=[CH:16][CH:15]=[CH:14][C:13]=2[C:37]([F:40])([F:39])[F:38])(=O)[C:2]1[CH:7]=[CH:6][CH:5]=[CH:4][CH:3]=1.C(O)CO.O.NN.[OH-].[K+]. (8) Given the product [O:23]=[S:20]1(=[O:24])[CH2:21][CH2:22][N:17]([CH2:16][C@@H:14]2[CH2:15][C@H:12]([N:4]3[C:5]4[N:6]=[CH:7][N:8]=[C:9]([NH2:11])[C:10]=4[C:2]([C:39]4[CH:38]=[CH:37][CH:36]=[C:35]([O:34][CH2:33][C:29]56[O:32][C:26]([CH3:25])([CH2:31][CH2:30]5)[CH2:27][CH2:28]6)[CH:40]=4)=[CH:3]3)[CH2:13]2)[CH2:18][CH2:19]1, predict the reactants needed to synthesize it. The reactants are: Br[C:2]1[C:10]2[C:9]([NH2:11])=[N:8][CH:7]=[N:6][C:5]=2[N:4]([C@H:12]2[CH2:15][C@@H:14]([CH2:16][N:17]3[CH2:22][CH2:21][S:20](=[O:24])(=[O:23])[CH2:19][CH2:18]3)[CH2:13]2)[CH:3]=1.[CH3:25][C:26]12[O:32][C:29]([CH2:33][O:34][C:35]3[CH:40]=[CH:39][CH:38]=[C:37](B4OC(C)(C)C(C)(C)O4)[CH:36]=3)([CH2:30][CH2:31]1)[CH2:28][CH2:27]2.P([O-])([O-])([O-])=O.[K+].[K+].[K+].C(=O)([O-])[O-].[Na+].[Na+].